From a dataset of Reaction yield outcomes from USPTO patents with 853,638 reactions. Predict the reaction yield, written as a fraction of the theoretical maximum amount of product (1.0 means a 100% yield; for example, 0.34 means a 34% yield). (1) The reactants are [NH2:1][C:2](=[N:23][OH:24])[CH:3]([N:11]([CH3:22])[C:12](=[O:21])[O:13][CH2:14][C:15]1[CH:20]=[CH:19][CH:18]=[CH:17][CH:16]=1)[CH:4]1[CH2:8][CH2:7][CH:6]([CH2:9][OH:10])[CH2:5]1.[CH2:25]([O:27][C:28]([C:30]#[C:31][C:32]([O:34][CH2:35][CH3:36])=[O:33])=[O:29])[CH3:26]. The catalyst is CCO. The product is [NH2:1][C:2](=[N:23][O:24]/[C:31](=[CH:30]/[C:28]([O:27][CH2:25][CH3:26])=[O:29])/[C:32]([O:34][CH2:35][CH3:36])=[O:33])[CH:3]([N:11]([C:12]([O:13][CH2:14][C:15]1[CH:16]=[CH:17][CH:18]=[CH:19][CH:20]=1)=[O:21])[CH3:22])[CH:4]1[CH2:8][CH2:7][CH:6]([CH2:9][OH:10])[CH2:5]1. The yield is 0.520. (2) The reactants are C[O:2][C:3](=[O:47])[CH:4]([C:10]1[CH:11]=[C:12]([C:38]2[CH:43]=[CH:42][CH:41]=[C:40]([N+:44]([O-:46])=[O:45])[CH:39]=2)[C:13]([O:31][CH2:32][O:33][CH2:34][CH2:35][O:36][CH3:37])=[C:14]([C:16]2[N:17](S(C)(=O)=O)[C:18]3[C:23]([CH:24]=2)=[CH:22][C:21]([C:25]#[N:26])=[CH:20][CH:19]=3)[CH:15]=1)[CH2:5][C:6]([O:8]C)=[O:7].[OH-].[Na+].C(O)(=O)CC(CC(O)=O)(C(O)=O)O. The catalyst is CO. The product is [C:25]([C:21]1[CH:22]=[C:23]2[C:18](=[CH:19][CH:20]=1)[NH:17][C:16]([C:14]1[CH:15]=[C:10]([CH:4]([CH2:5][C:6]([OH:8])=[O:7])[C:3]([OH:47])=[O:2])[CH:11]=[C:12]([C:38]3[CH:43]=[CH:42][CH:41]=[C:40]([N+:44]([O-:46])=[O:45])[CH:39]=3)[C:13]=1[O:31][CH2:32][O:33][CH2:34][CH2:35][O:36][CH3:37])=[CH:24]2)#[N:26]. The yield is 0.990. (3) The reactants are [SH:1][C:2]1[N:7]=[CH:6][CH:5]=[CH:4][N:3]=1.[CH2:8](O[K])C.[Cl-].[CH:13]([C:15]1[CH:20]=[CH:19][CH:18]=[CH:17][CH:16]=1)=[CH2:14]. The catalyst is C(O)C. The product is [CH:13]([C:15]1[CH:20]=[CH:19][C:18]([CH2:8][S:1][C:2]2[N:7]=[CH:6][CH:5]=[CH:4][N:3]=2)=[CH:17][CH:16]=1)=[CH2:14]. The yield is 0.920. (4) The reactants are C([O:3][CH2:4][CH2:5][CH2:6][N:7]1[C:12](=[O:13])[C:11]2[C:14]([CH2:25][C:26]3[CH:31]=[CH:30][C:29]([Cl:32])=[CH:28][CH:27]=3)=[C:15]([C:18]3[CH:23]=[CH:22][C:21]([Cl:24])=[CH:20][CH:19]=3)[N:16]=[CH:17][C:10]=2[N:9]([CH3:33])[C:8]1=[O:34])=O.O[Li].O. The catalyst is C1COCC1.O.CC(=O)OCC. The product is [Cl:32][C:29]1[CH:28]=[CH:27][C:26]([CH2:25][C:14]2[C:11]3[C:12](=[O:13])[N:7]([CH2:6][CH2:5][CH2:4][OH:3])[C:8](=[O:34])[N:9]([CH3:33])[C:10]=3[CH:17]=[N:16][C:15]=2[C:18]2[CH:23]=[CH:22][C:21]([Cl:24])=[CH:20][CH:19]=2)=[CH:31][CH:30]=1. The yield is 0.800. (5) The reactants are [CH2:1]([N:8]1[C:12]2[N:13]=[CH:14][C:15]3[CH:16]=[C:17](B4OC(C)(C)C(C)(C)O4)[C:18]([O:21][CH3:22])=[CH:19][C:20]=3[C:11]=2[C:10]([CH:32]2[CH2:34][CH2:33]2)=[N:9]1)[C:2]1[CH:7]=[CH:6][CH:5]=[CH:4][CH:3]=1.Br[C:36]1[C:37]([F:50])=[C:38]([NH:43][S:44]([CH2:47][CH2:48][CH3:49])(=[O:46])=[O:45])[CH:39]=[CH:40][C:41]=1[F:42]. The catalyst is COCCOC.Cl[Pd-2](Cl)(P(C(C)(C)C)(C(C)(C)C)C1C=CC(N(C)C)=CC=1)P(C1C=CC(N(C)C)=CC=1)(C(C)(C)C)C(C)(C)C. The product is [CH2:1]([N:8]1[C:12]2[N:13]=[CH:14][C:15]3[CH:16]=[C:17]([C:36]4[C:37]([F:50])=[C:38]([NH:43][S:44]([CH2:47][CH2:48][CH3:49])(=[O:46])=[O:45])[CH:39]=[CH:40][C:41]=4[F:42])[C:18]([O:21][CH3:22])=[CH:19][C:20]=3[C:11]=2[C:10]([CH:32]2[CH2:33][CH2:34]2)=[N:9]1)[C:2]1[CH:7]=[CH:6][CH:5]=[CH:4][CH:3]=1. The yield is 0.490. (6) The reactants are [O:1]1[C:3]2([CH2:8][CH2:7][N:6]([C:9]3[CH:14]=[CH:13][C:12]([N:15]4[CH2:19][C@H:18]([CH2:20][NH:21][C:22](=[O:24])[CH3:23])[O:17][C:16]4=[O:25])=[CH:11][C:10]=3[F:26])[CH2:5][CH2:4]2)[CH2:2]1.[NH:27]1[CH2:32][CH2:31][O:30][CH2:29][CH2:28]1. The catalyst is CO. The product is [O:30]1[CH2:31][CH2:32][N:27]([CH2:2][C:3]2([OH:1])[CH2:4][CH2:5][N:6]([C:9]3[CH:14]=[CH:13][C:12]([N:15]4[CH2:19][C@H:18]([CH2:20][NH:21][C:22](=[O:24])[CH3:23])[O:17][C:16]4=[O:25])=[CH:11][C:10]=3[F:26])[CH2:7][CH2:8]2)[CH2:28][CH2:29]1. The yield is 0.820. (7) The reactants are Br.[OH:2][C:3]1[CH:4]=[C:5]2[C:10](=[CH:11][C:12]=1[CH:13]=[O:14])[CH2:9][NH:8][CH2:7][CH2:6]2.C(N(CC)CC)C.[CH3:22][N:23]1[CH2:28][CH2:27][N:26]([CH2:29][CH2:30][C:31](O)=[O:32])[CH2:25][CH2:24]1.Cl.CN(C)CCCN=C=NCC.ON1C2C=CC=CC=2N=N1. The catalyst is O1CCCC1. The product is [OH:2][C:3]1[CH:4]=[C:5]2[C:10](=[CH:11][C:12]=1[CH:13]=[O:14])[CH2:9][N:8]([C:31](=[O:32])[CH2:30][CH2:29][N:26]1[CH2:25][CH2:24][N:23]([CH3:22])[CH2:28][CH2:27]1)[CH2:7][CH2:6]2. The yield is 0.210. (8) The reactants are [C:1]([O:5][C:6](=[O:16])[NH:7][CH2:8][C:9]1[CH:14]=[CH:13][CH:12]=[CH:11][C:10]=1[NH2:15])([CH3:4])([CH3:3])[CH3:2].N([O-])=O.[Na+].[N-:21]=[N+:22]=[N-].[Na+]. The catalyst is C(O)(=O)C.O. The product is [C:1]([O:5][C:6](=[O:16])[NH:7][CH2:8][C:9]1[CH:14]=[CH:13][CH:12]=[CH:11][C:10]=1[N:15]=[N+:21]=[N-:22])([CH3:4])([CH3:2])[CH3:3]. The yield is 0.960. (9) The reactants are [C:1]([N:9]1[C:17]2[C:12](=[CH:13][C:14]([NH2:18])=[CH:15][CH:16]=2)[CH:11]=[CH:10]1)(=[O:8])[C:2]1[CH:7]=[CH:6][CH:5]=[CH:4][CH:3]=1.[S:19](Cl)([CH3:22])(=[O:21])=[O:20].C(N(CC)CC)C.O. The catalyst is ClCCl. The product is [C:1]([N:9]1[C:17]2[C:12](=[CH:13][C:14]([NH:18][S:19]([CH3:22])(=[O:21])=[O:20])=[CH:15][CH:16]=2)[CH:11]=[CH:10]1)(=[O:8])[C:2]1[CH:3]=[CH:4][CH:5]=[CH:6][CH:7]=1. The yield is 0.600.